Predict the product of the given reaction. From a dataset of Forward reaction prediction with 1.9M reactions from USPTO patents (1976-2016). Given the reactants [F:1][C:2]1[CH:3]=[N:4][CH:5]=[C:6]([F:24])[C:7]=1[C:8]1[C:9]([C:18]2[CH:19]=[N:20][CH:21]=[CH:22][CH:23]=2)=[N:10][C:11]([NH2:17])=[C:12]([N+:14]([O-])=O)[CH:13]=1, predict the reaction product. The product is: [F:1][C:2]1[CH:3]=[N:4][CH:5]=[C:6]([F:24])[C:7]=1[C:8]1[C:9]([C:18]2[CH:19]=[N:20][CH:21]=[CH:22][CH:23]=2)=[N:10][C:11]([NH2:17])=[C:12]([NH2:14])[CH:13]=1.